This data is from Reaction yield outcomes from USPTO patents with 853,638 reactions. The task is: Predict the reaction yield, written as a fraction of the theoretical maximum amount of product (1.0 means a 100% yield; for example, 0.34 means a 34% yield). (1) The catalyst is [Br-].C([N+](CCCC)(CCCC)CCCC)CCC. The reactants are C(NC1C=CC2[C:7](=[CH:8][C:9]([CH3:15])=[CH:10][CH:11]=2)[N:6]=1)(=O)C.C1(P(C2C=CC=CC=2)C2C=CC=CC=2)C=CC=CC=1.[C:35]([Br:39])(Br)(Br)Br.[C-]#N.[K+].[CH2:43]([Cl:45])Cl. The yield is 0.770. The product is [Br:39][C:35]1[CH:11]=[CH:10][C:9]([CH2:8][C:7]#[N:6])=[CH:15][C:43]=1[Cl:45]. (2) The reactants are [S:1]1[CH:5]=[CH:4][CH:3]=[C:2]1[C:6]1[C:11]2=[N:12][S:13][N:14]=[C:10]2[C:9]([C:15]2[S:19][C:18]([CH:20]=[O:21])=[CH:17][CH:16]=2)=[CH:8][CH:7]=1.[BH4-].[Na+]. The catalyst is C1COCC1.C(O)C. The product is [S:1]1[CH:5]=[CH:4][CH:3]=[C:2]1[C:6]1[C:11]2=[N:12][S:13][N:14]=[C:10]2[C:9]([C:15]2[S:19][C:18]([CH2:20][OH:21])=[CH:17][CH:16]=2)=[CH:8][CH:7]=1. The yield is 0.994.